From a dataset of Full USPTO retrosynthesis dataset with 1.9M reactions from patents (1976-2016). Predict the reactants needed to synthesize the given product. Given the product [OH:11][C:8]1[CH:9]=[CH:10][C:5]([C:4]([O:3][CH3:2])=[O:13])=[CH:6][C:7]=1[N:12]=[CH:28][C:27]1[CH:26]=[CH:25][C:24]([C:23]([O:22][CH3:21])=[O:32])=[CH:31][CH:30]=1, predict the reactants needed to synthesize it. The reactants are: Cl.[CH3:2][O:3][C:4](=[O:13])[C:5]1[CH:10]=[CH:9][C:8]([OH:11])=[C:7]([NH2:12])[CH:6]=1.C(N(CC)CC)C.[CH3:21][O:22][C:23](=[O:32])[C:24]1[CH:31]=[CH:30][C:27]([CH:28]=O)=[CH:26][CH:25]=1.